From a dataset of Catalyst prediction with 721,799 reactions and 888 catalyst types from USPTO. Predict which catalyst facilitates the given reaction. (1) Reactant: [F:1][C:2]([F:47])([F:46])[C:3]1[CH:4]=[C:5]([N:13]([CH3:45])[C:14]([N:16]([CH3:44])[C@H:17]2[C@H:21]([C:22]3[CH:27]=[CH:26][C:25]([F:28])=[CH:24][CH:23]=3)[CH2:20][N:19]([C:29]([C@H:31]3[CH2:36][CH2:35][C@H:34]([NH:37][C:38](=[O:43])[O:39][CH2:40][CH2:41]Cl)[CH2:33][CH2:32]3)=[O:30])[CH2:18]2)=[O:15])[CH:6]=[C:7]([C:9]([F:12])([F:11])[F:10])[CH:8]=1.[H-].[Na+]. Product: [F:1][C:2]([F:47])([F:46])[C:3]1[CH:4]=[C:5]([N:13]([CH3:45])[C:14]([N:16]([C@H:17]2[C@H:21]([C:22]3[CH:27]=[CH:26][C:25]([F:28])=[CH:24][CH:23]=3)[CH2:20][N:19]([C:29]([C@H:31]3[CH2:36][CH2:35][C@H:34]([N:37]4[CH2:41][CH2:40][O:39][C:38]4=[O:43])[CH2:33][CH2:32]3)=[O:30])[CH2:18]2)[CH3:44])=[O:15])[CH:6]=[C:7]([C:9]([F:12])([F:11])[F:10])[CH:8]=1. The catalyst class is: 18. (2) Reactant: [CH:1]([C:4]1[N:9]=[C:8]([C:10]2[CH:15]=[CH:14][C:13]([C:16]([F:19])([F:18])[F:17])=[CH:12][CH:11]=2)[C:7]([C:20]([OH:22])=O)=[CH:6][N:5]=1)([CH3:3])[CH3:2].[NH2:23][C:24]1[CH:29]=[CH:28][C:27]([N:30]([CH2:38][CH2:39][C:40]2[CH:45]=[CH:44][CH:43]=[CH:42][N:41]=2)C(=O)OC(C)(C)C)=[CH:26][CH:25]=1.O.ON1C2C=CC=CC=2N=N1.Cl.CN(C)CCCN=C=NCC. Product: [CH:1]([C:4]1[N:9]=[C:8]([C:10]2[CH:11]=[CH:12][C:13]([C:16]([F:18])([F:17])[F:19])=[CH:14][CH:15]=2)[C:7]([C:20]([NH:23][C:24]2[CH:25]=[CH:26][C:27]([NH:30][CH2:38][CH2:39][C:40]3[CH:45]=[CH:44][CH:43]=[CH:42][N:41]=3)=[CH:28][CH:29]=2)=[O:22])=[CH:6][N:5]=1)([CH3:3])[CH3:2]. The catalyst class is: 255. (3) Reactant: C([N:14]1[CH2:17][CH:16]([N:18]2[CH2:23][CH2:22][N:21]([C:24]3[N:29]=[CH:28][CH:27]=[CH:26][N:25]=3)[CH2:20][CH2:19]2)[CH2:15]1)(C1C=CC=CC=1)C1C=CC=CC=1.ClC(OC(Cl)C)=O.CO.C(OCC)C. Product: [NH:14]1[CH2:17][CH:16]([N:18]2[CH2:19][CH2:20][N:21]([C:24]3[N:25]=[CH:26][CH:27]=[CH:28][N:29]=3)[CH2:22][CH2:23]2)[CH2:15]1. The catalyst class is: 2. (4) Reactant: [C:1]([C:3]1[CH:4]=[C:5]([CH:28]=[CH:29][CH:30]=1)[O:6][C:7]1[CH:27]=[CH:26][C:10]([O:11][C:12]2[N:20]=[C:19]([CH:21]3[CH2:25][CH2:24][NH:23][CH2:22]3)[CH:18]=[CH:17][C:13]=2[C:14]([NH2:16])=[O:15])=[CH:9][CH:8]=1)#[N:2].C(N(C(C)C)C(C)C)C.[C:40](Cl)(=[O:43])[CH:41]=[CH2:42]. Product: [C:40]([N:23]1[CH2:24][CH2:25][CH:21]([C:19]2[CH:18]=[CH:17][C:13]([C:14]([NH2:16])=[O:15])=[C:12]([O:11][C:10]3[CH:26]=[CH:27][C:7]([O:6][C:5]4[CH:28]=[CH:29][CH:30]=[C:3]([C:1]#[N:2])[CH:4]=4)=[CH:8][CH:9]=3)[N:20]=2)[CH2:22]1)(=[O:43])[CH:41]=[CH2:42]. The catalyst class is: 2. (5) Reactant: Cl.[F:2][C:3]([F:24])([F:23])[C:4]1[CH:22]=[CH:21][CH:20]=[CH:19][C:5]=1[CH:6]([O:14][CH:15]1[CH2:18][NH:17][CH2:16]1)[C:7]1[CH:12]=[CH:11][C:10]([F:13])=[CH:9][CH:8]=1.C(=O)([O-])[O-].[CH:29]([N:33]=[C:34]=[O:35])([CH2:31][CH3:32])[CH3:30]. Product: [F:24][C:3]([F:2])([F:23])[C:4]1[CH:22]=[CH:21][CH:20]=[CH:19][C:5]=1[CH:6]([O:14][CH:15]1[CH2:18][N:17]([C:34]([NH:33][CH:29]([CH2:31][CH3:32])[CH3:30])=[O:35])[CH2:16]1)[C:7]1[CH:12]=[CH:11][C:10]([F:13])=[CH:9][CH:8]=1. The catalyst class is: 2. (6) Reactant: [H-].[Na+].[F:3][C:4]1[C:14]([F:15])=[CH:13][C:7]([O:8][CH2:9][C:10]([OH:12])=[O:11])=[C:6]([OH:16])[CH:5]=1.[CH3:17][S:18]([C:21]1[CH:26]=[CH:25][C:24](F)=[C:23]([Cl:28])[CH:22]=1)(=[O:20])=[O:19]. Product: [Cl:28][C:23]1[CH:22]=[C:21]([S:18]([CH3:17])(=[O:20])=[O:19])[CH:26]=[CH:25][C:24]=1[O:16][C:6]1[CH:5]=[C:4]([F:3])[C:14]([F:15])=[CH:13][C:7]=1[O:8][CH2:9][C:10]([OH:12])=[O:11]. The catalyst class is: 3.